From a dataset of Catalyst prediction with 721,799 reactions and 888 catalyst types from USPTO. Predict which catalyst facilitates the given reaction. (1) Reactant: [NH2:1][C:2]1[N:7]=[C:6]([C:8]2[CH:16]=[C:15]3[C:11]([C:12]([NH2:17])=[N:13][NH:14]3)=[CH:10][CH:9]=2)[CH:5]=[C:4](S(C)(=O)=O)[N:3]=1.[CH3:22][C:23]1[CH:28]=[CH:27][CH:26]=[CH:25][C:24]=1[CH2:29][CH2:30][NH2:31].CCN(C(C)C)C(C)C. Product: [NH2:17][C:12]1[C:11]2[C:15](=[CH:16][C:8]([C:6]3[N:7]=[C:2]([NH2:1])[N:3]=[C:4]([NH:31][CH2:30][CH2:29][C:24]4[CH:25]=[CH:26][CH:27]=[CH:28][C:23]=4[CH3:22])[CH:5]=3)=[CH:9][CH:10]=2)[NH:14][N:13]=1. The catalyst class is: 37. (2) Reactant: [C:1]([OH:9])(=[O:8])[CH2:2][CH2:3][CH2:4][CH2:5][C:6]#[CH:7].[Li]CCCC.[CH3:15][Si:16](Cl)([CH3:18])[CH3:17]. Product: [CH3:15][Si:16]([CH3:18])([CH3:17])[C:7]#[C:6][CH2:5][CH2:4][CH2:3][CH2:2][C:1]([OH:9])=[O:8]. The catalyst class is: 1. (3) Reactant: [Cl:1][C:2]1[CH:3]=[N:4][CH:5]=[CH:6][C:7]=1I.[C:9]1(B(O)O)[CH:14]=[CH:13][CH:12]=[CH:11][CH:10]=1.C1(P(C2CCCCC2)C2CCCCC2)CCCCC1.C([O-])([O-])=O.[Cs+].[Cs+]. Product: [Cl:1][C:2]1[CH:3]=[N:4][CH:5]=[CH:6][C:7]=1[C:9]1[CH:14]=[CH:13][CH:12]=[CH:11][CH:10]=1. The catalyst class is: 62. (4) Reactant: [C:1]([C:5]1[CH:6]=[C:7]([N:19]2[C:23]([CH2:24][CH:25]3[CH2:30][CH2:29][CH2:28][CH2:27][CH2:26]3)=[N:22][C:21]([C:31]([OH:33])=O)=[N:20]2)[CH:8]=[CH:9][C:10]=1[S:11](=[O:18])(=[O:17])[NH:12][C:13]([CH3:16])([CH3:15])[CH3:14])([CH3:4])([CH3:3])[CH3:2].Cl.[NH2:35][C@H:36]1[CH2:39][C@H:38]([C:40]([O:42][CH3:43])=[O:41])[CH2:37]1.CCN(C(C)C)C(C)C.CN(C(ON1N=NC2C=CC=NC1=2)=[N+](C)C)C.F[P-](F)(F)(F)(F)F. Product: [C:1]([C:5]1[CH:6]=[C:7]([N:19]2[C:23]([CH2:24][CH:25]3[CH2:26][CH2:27][CH2:28][CH2:29][CH2:30]3)=[N:22][C:21]([C:31]([NH:35][C@H:36]3[CH2:39][C@H:38]([C:40]([O:42][CH3:43])=[O:41])[CH2:37]3)=[O:33])=[N:20]2)[CH:8]=[CH:9][C:10]=1[S:11](=[O:17])(=[O:18])[NH:12][C:13]([CH3:14])([CH3:15])[CH3:16])([CH3:3])([CH3:2])[CH3:4]. The catalyst class is: 18. (5) Reactant: [Br:1]Br.[N:3]1[C:12]2[C:7](=[CH:8][CH:9]=[CH:10][CH:11]=2)[N:6]=[CH:5][C:4]=1[OH:13]. Product: [Br:1][C:10]1[CH:11]=[C:12]2[C:7]([N:6]=[CH:5][C:4]([OH:13])=[N:3]2)=[CH:8][CH:9]=1. The catalyst class is: 52. (6) Reactant: C([N:8]1[CH2:12][CH2:11][CH2:10][C@@H:9]1[C:13]([NH:15][C@H:16]([CH2:37][C:38]1[CH:43]=[CH:42][C:41]([Cl:44])=[CH:40][CH:39]=1)[C:17]([NH:19][N:20]1[CH2:24][CH2:23][C@H:22]([N:25]([CH:31]2[CH2:36][CH2:35][CH2:34][CH2:33][CH2:32]2)[C:26](=[O:30])[CH:27]([CH3:29])[CH3:28])[CH2:21]1)=[O:18])=[O:14])(OC(C)(C)C)=O.C(O)(C(F)(F)F)=O. Product: [NH:8]1[CH2:12][CH2:11][CH2:10][C@@H:9]1[C:13]([NH:15][C@H:16]([CH2:37][C:38]1[CH:39]=[CH:40][C:41]([Cl:44])=[CH:42][CH:43]=1)[C:17]([NH:19][N:20]1[CH2:24][CH2:23][C@H:22]([N:25]([CH:31]2[CH2:32][CH2:33][CH2:34][CH2:35][CH2:36]2)[C:26](=[O:30])[CH:27]([CH3:28])[CH3:29])[CH2:21]1)=[O:18])=[O:14]. The catalyst class is: 2. (7) Reactant: [OH:1][C:2]1[C:6]([C:7]([O:9][CH2:10][CH3:11])=[O:8])=[CH:5][NH:4][N:3]=1.[CH2:12](Br)[C:13]1[CH:18]=[CH:17][CH:16]=[CH:15][CH:14]=1.C(=O)([O-])[O-].[K+].[K+].CN(C)C=O. Product: [CH2:12]([N:4]1[CH:5]=[C:6]([C:7]([O:9][CH2:10][CH3:11])=[O:8])[C:2]([O:1][CH2:12][C:13]2[CH:18]=[CH:17][CH:16]=[CH:15][CH:14]=2)=[N:3]1)[C:13]1[CH:18]=[CH:17][CH:16]=[CH:15][CH:14]=1. The catalyst class is: 6. (8) Reactant: [F:1][CH:2]([F:25])[O:3][C:4]1[CH:9]=[CH:8][C:7]([C:10](=[O:23])[C:11]([C:13]2[CH:18]=[CH:17][CH:16]=[C:15]([C:19]#[C:20][CH2:21]O)[CH:14]=2)=[O:12])=[CH:6][C:5]=1[CH3:24].CCN(S(F)(F)[F:32])CC.C([O-])(O)=O.[Na+]. Product: [F:1][CH:2]([F:25])[O:3][C:4]1[CH:9]=[CH:8][C:7]([C:10](=[O:23])[C:11]([C:13]2[CH:18]=[CH:17][CH:16]=[C:15]([C:19]#[C:20][CH2:21][F:32])[CH:14]=2)=[O:12])=[CH:6][C:5]=1[CH3:24]. The catalyst class is: 2.